Dataset: TCR-epitope binding with 47,182 pairs between 192 epitopes and 23,139 TCRs. Task: Binary Classification. Given a T-cell receptor sequence (or CDR3 region) and an epitope sequence, predict whether binding occurs between them. (1) The epitope is ELAGIGILTV. The TCR CDR3 sequence is CASSWGVMNTEAFF. Result: 1 (the TCR binds to the epitope). (2) The epitope is YLQPRTFLL. The TCR CDR3 sequence is CASSYLHEQFF. Result: 0 (the TCR does not bind to the epitope). (3) The epitope is GTITSGWTF. The TCR CDR3 sequence is CASSNRDYNEQFF. Result: 0 (the TCR does not bind to the epitope). (4) The epitope is LLDFVRFMGV. The TCR CDR3 sequence is CASSGLAGVTDTQYF. Result: 1 (the TCR binds to the epitope). (5) Result: 0 (the TCR does not bind to the epitope). The epitope is LVLSVNPYV. The TCR CDR3 sequence is CSARTLAGFTDTQYF. (6) Result: 1 (the TCR binds to the epitope). The TCR CDR3 sequence is CASSEAWGATNTGELFF. The epitope is AVFDRKSDAK. (7) The epitope is LPAADLDDF. The TCR CDR3 sequence is CASSNTDRDQNTEAFF. Result: 0 (the TCR does not bind to the epitope). (8) The epitope is KMKDLSPRW. The TCR CDR3 sequence is CASSTDSYEQYF. Result: 0 (the TCR does not bind to the epitope). (9) The epitope is ATDALMTGY. The TCR CDR3 sequence is CASSPDPGQLYEQYF. Result: 1 (the TCR binds to the epitope).